Dataset: Forward reaction prediction with 1.9M reactions from USPTO patents (1976-2016). Task: Predict the product of the given reaction. (1) The product is: [CH2:12]([O:19][CH:20]([CH2:27][CH2:28][CH2:29][CH2:30][CH2:31][CH2:32][CH2:33][CH3:34])[CH2:21][CH2:22][CH2:23][CH2:24][CH:25]=[O:26])[C:13]1[CH:18]=[CH:17][CH:16]=[CH:15][CH:14]=1. Given the reactants C1C=C[NH+]=CC=1.[O-][Cr](Cl)(=O)=O.[CH2:12]([O:19][CH:20]([CH2:27][CH2:28][CH2:29][CH2:30][CH2:31][CH2:32][CH2:33][CH3:34])[CH2:21][CH2:22][CH2:23][CH2:24][CH2:25][OH:26])[C:13]1[CH:18]=[CH:17][CH:16]=[CH:15][CH:14]=1, predict the reaction product. (2) The product is: [F:12][C:13]1[CH:18]=[C:17]([F:19])[CH:16]=[CH:15][C:14]=1[C:2]1[CH:11]=[CH:10][C:9]2[C:4](=[CH:5][CH:6]=[CH:7][CH:8]=2)[N:3]=1. Given the reactants Cl[C:2]1[CH:11]=[CH:10][C:9]2[C:4](=[CH:5][CH:6]=[CH:7][CH:8]=2)[N:3]=1.[F:12][C:13]1[CH:18]=[C:17]([F:19])[CH:16]=[CH:15][C:14]=1B(O)O.C(=O)([O-])[O-].[K+].[K+].C1(P(C2C=CC=CC=2)C2C=CC=CC=2)C=CC=CC=1, predict the reaction product. (3) The product is: [Cl:21][C:22]1[CH:28]=[CH:27][C:25]([NH:26][C:11]2[C:12]3[C:13](=[CH:15][CH:16]=[CH:17][CH:18]=3)[N:14]=[C:8]([C:6]3[CH:5]=[CH:4][CH:3]=[C:2]([Cl:1])[N:7]=3)[N:20]=2)=[CH:24][CH:23]=1. Given the reactants [Cl:1][C:2]1[N:7]=[C:6]([C:8](O)=O)[CH:5]=[CH:4][CH:3]=1.[C:11]([NH2:20])(=O)[C:12]1[C:13](=[CH:15][CH:16]=[CH:17][CH:18]=1)[NH2:14].[Cl:21][C:22]1[CH:28]=[CH:27][C:25]([NH2:26])=[CH:24][CH:23]=1, predict the reaction product.